This data is from Full USPTO retrosynthesis dataset with 1.9M reactions from patents (1976-2016). The task is: Predict the reactants needed to synthesize the given product. (1) The reactants are: NS(N)(=O)=O.Cl[CH2:7][CH2:8][CH2:9][S:10]([N:13]1[CH2:18][CH2:17][CH:16]([C:19]2[C:27]3[C:22](=[C:23]([C:33]([NH2:35])=[O:34])[CH:24]=[C:25]([C:28]4[CH:32]=[CH:31][S:30][CH:29]=4)[CH:26]=3)[NH:21][CH:20]=2)[CH2:15][CH2:14]1)(=[O:12])=[O:11].[NH:36]1[CH2:41][CH2:40][CH:39]([OH:42])[CH2:38][CH2:37]1.C([O-])([O-])=O.[K+].[K+]. Given the product [OH:42][CH:39]1[CH2:40][CH2:41][N:36]([CH2:7][CH2:8][CH2:9][S:10]([N:13]2[CH2:18][CH2:17][CH:16]([C:19]3[C:27]4[C:22](=[C:23]([C:33]([NH2:35])=[O:34])[CH:24]=[C:25]([C:28]5[CH:32]=[CH:31][S:30][CH:29]=5)[CH:26]=4)[NH:21][CH:20]=3)[CH2:15][CH2:14]2)(=[O:12])=[O:11])[CH2:37][CH2:38]1, predict the reactants needed to synthesize it. (2) Given the product [F:23][C:18]1[CH:17]=[C:16]([C@@:2]2([CH3:15])[NH:1][C:11](=[O:12])[C:5]3([CH2:10][CH2:9][CH2:8][CH2:7][CH2:6]3)[NH:4][CH2:3]2)[CH:21]=[C:20]([F:22])[CH:19]=1, predict the reactants needed to synthesize it. The reactants are: [NH2:1][C:2]([C:16]1[CH:21]=[C:20]([F:22])[CH:19]=[C:18]([F:23])[CH:17]=1)([CH3:15])[CH2:3][NH:4][C:5]1([C:11](OC)=[O:12])[CH2:10][CH2:9][CH2:8][CH2:7][CH2:6]1.CC(O)=O.C([O-])(O)=O.[Na+]. (3) Given the product [N+:25]([C:22]1[CH:23]=[CH:24][C:19]([CH2:18][N:4]2[CH2:5][CH2:6][O:1][C:2]3[CH:10]=[CH:9][CH:8]=[CH:7][C:3]2=3)=[CH:20][CH:21]=1)([O-:27])=[O:26], predict the reactants needed to synthesize it. The reactants are: [O:1]1[CH2:6][CH2:5][NH:4][C:3]2[CH:7]=[CH:8][CH:9]=[CH:10][C:2]1=2.C(=O)([O-])[O-].[K+].[K+].Br[CH2:18][C:19]1[CH:24]=[CH:23][C:22]([N+:25]([O-:27])=[O:26])=[CH:21][CH:20]=1. (4) Given the product [OH:37][CH2:36][C:35]1[N:31]([C:27]2[CH:26]=[C:25]([C:24]3[CH2:23][C:22](=[O:45])[NH:21][C:9]4[CH:10]=[C:11]([C:19]#[N:20])[C:12]([N:14]([CH:16]([CH3:18])[CH3:17])[CH3:15])=[CH:13][C:8]=4[N:7]=3)[CH:30]=[CH:29][CH:28]=2)[N:32]=[N:33][CH:34]=1, predict the reactants needed to synthesize it. The reactants are: C(OC(=O)[NH:7][C:8]1[CH:13]=[C:12]([N:14]([CH:16]([CH3:18])[CH3:17])[CH3:15])[C:11]([C:19]#[N:20])=[CH:10][C:9]=1[NH:21][C:22](=[O:45])[CH2:23][C:24](=O)[C:25]1[CH:30]=[CH:29][CH:28]=[C:27]([N:31]2[C:35]([CH2:36][O:37]C3CCCCO3)=[CH:34][N:33]=[N:32]2)[CH:26]=1)(C)(C)C.C(O)(C(F)(F)F)=O.